Predict the product of the given reaction. From a dataset of Forward reaction prediction with 1.9M reactions from USPTO patents (1976-2016). (1) The product is: [Si:68]([O:67][CH2:66][C:65]([NH:64][C:62]([C:40]1[C:38]2=[N:39][C:34]([C:7]3[C:6]4[C:10](=[CH:11][CH:12]=[C:4]([O:3][CH:2]([F:1])[F:32])[CH:5]=4)[N:9]([CH2:13][CH2:14][CH2:15][N:16]([CH3:17])[CH3:18])[N:8]=3)=[CH:35][N:36]=[C:37]2[N:42]([C:43]([C:44]2[CH:45]=[CH:46][CH:47]=[CH:48][CH:49]=2)([C:56]2[CH:61]=[CH:60][CH:59]=[CH:58][CH:57]=2)[C:50]2[CH:51]=[CH:52][CH:53]=[CH:54][CH:55]=2)[CH:41]=1)=[O:63])([CH3:75])[CH3:76])([C:71]([CH3:72])([CH3:73])[CH3:74])([CH3:70])[CH3:69]. Given the reactants [F:1][CH:2]([F:32])[O:3][C:4]1[CH:5]=[C:6]2[C:10](=[CH:11][CH:12]=1)[N:9]([CH2:13][CH2:14][CH2:15][N:16]([CH3:18])[CH3:17])[N:8]=[C:7]2[Sn](CCCC)(CCCC)CCCC.Br[C:34]1[N:39]=[C:38]2[C:40]([C:62]([NH:64][C:65]([CH3:76])([CH3:75])[CH2:66][O:67][Si:68]([C:71]([CH3:74])([CH3:73])[CH3:72])([CH3:70])[CH3:69])=[O:63])=[CH:41][N:42]([C:43]([C:56]3[CH:61]=[CH:60][CH:59]=[CH:58][CH:57]=3)([C:50]3[CH:55]=[CH:54][CH:53]=[CH:52][CH:51]=3)[C:44]3[CH:49]=[CH:48][CH:47]=[CH:46][CH:45]=3)[C:37]2=[N:36][CH:35]=1, predict the reaction product. (2) The product is: [C:1]([O:5][C:6](=[O:56])[N:7]([CH:9]([C:11](=[O:55])[NH:12][CH:13]([C:18]([N:20]1[CH2:24][CH2:23][CH:22]2[N:25]([C:41](=[O:54])[CH2:42][NH2:43])[CH2:26][CH:27]([C:28](=[O:40])[NH:29][C:30]3[C:39]4[C:34](=[CH:35][CH:36]=[CH:37][CH:38]=4)[CH:33]=[CH:32][CH:31]=3)[CH:21]12)=[O:19])[C:14]([CH3:15])([CH3:17])[CH3:16])[CH3:10])[CH3:8])([CH3:2])([CH3:3])[CH3:4]. Given the reactants [C:1]([O:5][C:6](=[O:56])[N:7]([CH:9]([C:11](=[O:55])[NH:12][CH:13]([C:18]([N:20]1[CH2:24][CH2:23][CH:22]2[N:25]([C:41](=[O:54])[CH2:42][NH:43]C(OCC3C=CC=CC=3)=O)[CH2:26][CH:27]([C:28](=[O:40])[NH:29][C:30]3[C:39]4[C:34](=[CH:35][CH:36]=[CH:37][CH:38]=4)[CH:33]=[CH:32][CH:31]=3)[CH:21]12)=[O:19])[C:14]([CH3:17])([CH3:16])[CH3:15])[CH3:10])[CH3:8])([CH3:4])([CH3:3])[CH3:2], predict the reaction product.